Predict which catalyst facilitates the given reaction. From a dataset of Catalyst prediction with 721,799 reactions and 888 catalyst types from USPTO. Reactant: O1CCCC1.[Cl:6][C:7]1[CH:8]=[C:9]([CH:13]=[CH:14][N:15]=1)[C:10](O)=[O:11]. Product: [Cl:6][C:7]1[CH:8]=[C:9]([CH2:10][OH:11])[CH:13]=[CH:14][N:15]=1. The catalyst class is: 13.